This data is from Forward reaction prediction with 1.9M reactions from USPTO patents (1976-2016). The task is: Predict the product of the given reaction. (1) Given the reactants C([O:4][C:5]([C:7]1[C:12]([CH2:13][N:14](S(C2C=CC=CC=2)(=O)=O)[CH2:15][C:16]([O:18][CH3:19])=[O:17])=[CH:11][CH:10]=[C:9]([CH3:29])[N:8]=1)=O)(C)C.C[O-].[Na+], predict the reaction product. The product is: [CH3:19][O:18][C:16]([C:15]1[C:5]([OH:4])=[C:7]2[C:12]([CH:11]=[CH:10][C:9]([CH3:29])=[N:8]2)=[CH:13][N:14]=1)=[O:17]. (2) Given the reactants [Cl:1][C:2]1[CH:7]=[C:6]([N:8]([CH3:10])[CH3:9])[C:5]([F:11])=[CH:4][C:3]=1[C:12]1[CH:17]=[CH:16][N:15]=[C:14]([NH:18][CH:19]([CH3:23])[CH2:20][O:21][CH3:22])[C:13]=1[N+:24]([O-])=O.Cl[Sn]Cl.O, predict the reaction product. The product is: [Cl:1][C:2]1[CH:7]=[C:6]([N:8]([CH3:10])[CH3:9])[C:5]([F:11])=[CH:4][C:3]=1[C:12]1[CH:17]=[CH:16][N:15]=[C:14]([NH:18][CH:19]([CH3:23])[CH2:20][O:21][CH3:22])[C:13]=1[NH2:24]. (3) Given the reactants [CH3:1][S:2]([NH2:5])(=[O:4])=[O:3].[C:6]([C:10]1[CH:51]=[CH:50][C:13]([O:14][C:15]2[CH:20]=[CH:19][C:18]([C:21]3[CH:26]=[CH:25][C:24]([CH2:27][C:28]4[N:29]([C:41]5[CH:49]=[CH:48][C:44]([C:45](O)=[O:46])=[CH:43][CH:42]=5)[CH:30]=[C:31]([C:33]5[CH:38]=[CH:37][C:36]([Cl:39])=[CH:35][C:34]=5[Cl:40])[N:32]=4)=[CH:23][CH:22]=3)=[CH:17][CH:16]=2)=[CH:12][CH:11]=1)([CH3:9])([CH3:8])[CH3:7], predict the reaction product. The product is: [C:6]([C:10]1[CH:51]=[CH:50][C:13]([O:14][C:15]2[CH:16]=[CH:17][C:18]([C:21]3[CH:22]=[CH:23][C:24]([CH2:27][C:28]4[N:29]([C:41]5[CH:42]=[CH:43][C:44]([C:45]([NH:5][S:2]([CH3:1])(=[O:4])=[O:3])=[O:46])=[CH:48][CH:49]=5)[CH:30]=[C:31]([C:33]5[CH:38]=[CH:37][C:36]([Cl:39])=[CH:35][C:34]=5[Cl:40])[N:32]=4)=[CH:25][CH:26]=3)=[CH:19][CH:20]=2)=[CH:12][CH:11]=1)([CH3:9])([CH3:7])[CH3:8]. (4) Given the reactants [CH3:1]/[C:2](/[CH2:7][CH2:8]/[CH:9]=[C:10](\[CH3:17])/[CH2:11][CH2:12][CH:13]=[C:14]([CH3:16])[CH3:15])=[CH:3]\[CH2:4][CH:5]=[CH2:6].[C:18]([O:21][CH2:22][CH2:23][O:24][CH2:25]C=C)(=[O:20])[CH3:19].OCP(CO)CO.C(O)(C)C, predict the reaction product. The product is: [C:18]([O:21][CH2:22][CH2:23][O:24][CH2:25][CH2:6][CH2:5][CH2:4][CH2:3][CH:2]([CH3:1])[CH2:7][CH2:8][CH2:9][CH:10]([CH3:17])[CH2:11][CH2:12][CH2:13][CH:14]([CH3:16])[CH3:15])(=[O:20])[CH3:19]. (5) Given the reactants [N:1]1[C:10]2[C:5](=[CH:6][CH:7]=[CH:8][CH:9]=2)[CH:4]=[C:3]([CH2:11][S:12]([CH2:15][C@@H:16]([N:20]([OH:23])[CH:21]=[O:22])[CH:17]([CH3:19])[CH3:18])(=[O:14])=[O:13])[CH:2]=1.N1C2C(=CC=CC=2)C=C(CS(CC(NO)C(C)C)(=O)=O)C=1.C(O)=O.C(OC(=O)C)(=O)C.C([O-])([O-])=O.[K+].[K+], predict the reaction product. The product is: [N:1]1[C:10]2[C:5](=[CH:6][CH:7]=[CH:8][CH:9]=2)[CH:4]=[C:3]([CH2:11][S:12]([CH2:15][C@@H:16]([N:20]([OH:23])[CH:21]=[O:22])[CH:17]([CH3:19])[CH3:18])(=[O:14])=[O:13])[CH:2]=1. (6) The product is: [C:11]1([C:9]2[CH:10]=[C:6]([C:4]([OH:5])=[O:3])[N:7]([CH2:17][C:18]([F:19])([F:20])[F:21])[N:8]=2)[CH:12]=[CH:13][CH:14]=[CH:15][CH:16]=1. Given the reactants C([O:3][C:4]([C:6]1[N:7]([CH2:17][C:18]([F:21])([F:20])[F:19])[N:8]=[C:9]([C:11]2[CH:16]=[CH:15][CH:14]=[CH:13][CH:12]=2)[CH:10]=1)=[O:5])C.[OH-].[Na+].Cl, predict the reaction product. (7) Given the reactants [CH:1](=O)[C:2]1[CH:7]=[CH:6][CH:5]=[CH:4][CH:3]=1.[NH2:9][C:10]1[CH:11]=[N:12][CH:13]=[C:14]([CH2:16][CH3:17])[CH:15]=1, predict the reaction product. The product is: [CH:1](=[N:9][C:10]1[CH:11]=[N:12][CH:13]=[C:14]([CH2:16][CH3:17])[CH:15]=1)[C:2]1[CH:7]=[CH:6][CH:5]=[CH:4][CH:3]=1.